From a dataset of Forward reaction prediction with 1.9M reactions from USPTO patents (1976-2016). Predict the product of the given reaction. (1) Given the reactants [N:1]1([C:7](=[O:29])[C@@H:8]([N:15]2[CH2:19][CH2:18][C@H:17]([NH:20]C(=O)OC(C)(C)C)[C:16]2=[O:28])[CH2:9][C:10]2[S:11][CH:12]=[CH:13][CH:14]=2)[CH2:6][CH2:5][O:4][CH2:3][CH2:2]1.[ClH:30], predict the reaction product. The product is: [ClH:30].[NH2:20][C@H:17]1[CH2:18][CH2:19][N:15]([C@@H:8]([CH2:9][C:10]2[S:11][CH:12]=[CH:13][CH:14]=2)[C:7]([N:1]2[CH2:6][CH2:5][O:4][CH2:3][CH2:2]2)=[O:29])[C:16]1=[O:28]. (2) Given the reactants [CH3:1][C:2]1([N:12]2[CH2:17][CH2:16][C:15](=O)[CH2:14][CH2:13]2)[CH2:6][CH2:5][N:4]([C:7]([O:9][CH2:10][CH3:11])=[O:8])[CH2:3]1.[F:19][C:20]1[CH:21]=[C:22]([NH2:27])[C:23]([NH2:26])=[CH:24][CH:25]=1, predict the reaction product. The product is: [NH2:27][C:22]1[CH:21]=[C:20]([F:19])[CH:25]=[CH:24][C:23]=1[NH:26][CH:15]1[CH2:16][CH2:17][N:12]([C:2]2([CH3:1])[CH2:6][CH2:5][N:4]([C:7]([O:9][CH2:10][CH3:11])=[O:8])[CH2:3]2)[CH2:13][CH2:14]1.[NH2:26][C:23]1[CH:24]=[CH:25][C:20]([F:19])=[CH:21][C:22]=1[NH:27][CH:15]1[CH2:14][CH2:13][N:12]([C:2]2([CH3:1])[CH2:6][CH2:5][N:4]([C:7]([O-:9])=[O:8])[CH2:3]2)[CH2:17][CH2:16]1. (3) Given the reactants [Cl:1][C:2]1[CH:27]=[CH:26][C:25]([Cl:28])=[CH:24][C:3]=1[O:4][C:5]1[C:10]([C:11]([N:13]2[C:22]3[C:17](=[CH:18][CH:19]=[CH:20][CH:21]=3)[C:16](=O)[CH2:15][CH2:14]2)=[O:12])=[CH:9][CH:8]=[CH:7][N:6]=1.Cl.[F:30][C:31]1([F:35])[CH2:34][NH:33][CH2:32]1.C(O)(=O)C.C(N(C(C)C)C(C)C)C.C(O[BH-](OC(=O)C)OC(=O)C)(=O)C.[Na+], predict the reaction product. The product is: [Cl:1][C:2]1[CH:27]=[CH:26][C:25]([Cl:28])=[CH:24][C:3]=1[O:4][C:5]1[C:10]([C:11]([N:13]2[C:22]3[C:17](=[CH:18][CH:19]=[CH:20][CH:21]=3)[CH:16]([N:33]3[CH2:34][C:31]([F:35])([F:30])[CH2:32]3)[CH2:15][CH2:14]2)=[O:12])=[CH:9][CH:8]=[CH:7][N:6]=1. (4) Given the reactants [BH4-].[Na+].[F:3][C:4]1[CH:5]=[C:6]([C:21](OC)=[O:22])[C:7]2[C:8]3[C:13]([C:14]=2[CH:15]=1)=[CH:12][C:11]([F:16])=[CH:10][C:9]=3[C:17](OC)=[O:18].CO, predict the reaction product. The product is: [F:3][C:4]1[CH:5]=[C:6]([CH2:21][OH:22])[C:7]2[C:8]3[C:13]([C:14]=2[CH:15]=1)=[CH:12][C:11]([F:16])=[CH:10][C:9]=3[CH2:17][OH:18]. (5) Given the reactants [O:1]1[C:10]2[C:5](=[CH:6]C=CC=2)[C:4](=O)CC1.I[CH3:13].C[C:15]([CH3:18])([O-:17])[CH3:16].[K+].O1C[CH2:23][CH2:22][CH2:21]1, predict the reaction product. The product is: [CH3:13][C:5]1([CH3:4])[C:10](=[O:1])[C:18]2[C:15](=[CH:16][CH:21]=[CH:22][CH:23]=2)[O:17][CH2:6]1. (6) The product is: [NH2:16][C:17]1[NH:22][C:21](=[O:23])[C:20]2[CH:2]=[CH:1][NH:24][C:19]=2[N:18]=1. Given the reactants [CH2:1](OC(OCC)CBr)[CH3:2].Cl.C([O-])(=O)C.[Na+].[NH2:16][C:17]1[NH:22][C:21](=[O:23])[CH:20]=[C:19]([NH2:24])[N:18]=1, predict the reaction product. (7) Given the reactants [C:1]([C:11]1[CH:31]=[CH:30][C:14]([CH2:15][NH:16][CH2:17][C:18]2[CH:23]=[CH:22][C:21]([CH2:24][CH2:25][C:26]([O:28][CH3:29])=[O:27])=[CH:20][CH:19]=2)=[CH:13][CH:12]=1)#[C:2][CH2:3][CH2:4][CH2:5][CH2:6][CH2:7][CH2:8][CH2:9][CH3:10].[CH:32]1([CH2:37][CH2:38][C:39](Cl)=[O:40])[CH2:36][CH2:35][CH2:34][CH2:33]1, predict the reaction product. The product is: [CH:32]1([CH2:37][CH2:38][C:39]([N:16]([CH2:17][C:18]2[CH:19]=[CH:20][C:21]([CH2:24][CH2:25][C:26]([O:28][CH3:29])=[O:27])=[CH:22][CH:23]=2)[CH2:15][C:14]2[CH:30]=[CH:31][C:11]([C:1]#[C:2][CH2:3][CH2:4][CH2:5][CH2:6][CH2:7][CH2:8][CH2:9][CH3:10])=[CH:12][CH:13]=2)=[O:40])[CH2:36][CH2:35][CH2:34][CH2:33]1. (8) Given the reactants C(OC(=O)[NH:7][CH2:8][CH2:9][O:10]/[N:11]=[CH:12]/[C:13]1[CH:18]=[C:17]([C:19](=[O:25])[NH:20][O:21][CH2:22][CH2:23][OH:24])[C:16]([NH:26][C:27]2[CH:32]=[CH:31][C:30]([I:33])=[CH:29][C:28]=2[F:34])=[C:15]([F:35])[C:14]=1[F:36])(C)(C)C.Cl.C(=O)(O)[O-].[Na+], predict the reaction product. The product is: [NH2:7][CH2:8][CH2:9][O:10]/[N:11]=[CH:12]/[C:13]1[C:14]([F:36])=[C:15]([F:35])[C:16]([NH:26][C:27]2[CH:32]=[CH:31][C:30]([I:33])=[CH:29][C:28]=2[F:34])=[C:17]([CH:18]=1)[C:19]([NH:20][O:21][CH2:22][CH2:23][OH:24])=[O:25]. (9) Given the reactants [CH3:1][C:2]1[N:7]=[C:6]([C:8]([F:11])([F:10])[F:9])[N:5]=[C:4]([N:12]2[C@@H:19]3[C@@H:14]([CH2:15][CH2:16][NH:17][CH2:18]3)[CH2:13]2)[CH:3]=1.CC1C=C(C)N=C(N2[C@@H]3[C@@H](CCNC3)C2)N=1.[N:36]1[N:37]([C:41]2[CH:49]=[CH:48][CH:47]=[CH:46][C:42]=2[C:43](O)=[O:44])[N:38]=[CH:39][CH:40]=1.S1C=CC=C1C1C=CC=CC=1C(O)=O, predict the reaction product. The product is: [CH3:1][C:2]1[N:7]=[C:6]([C:8]([F:10])([F:9])[F:11])[N:5]=[C:4]([N:12]2[C@@H:19]3[C@@H:14]([CH2:15][CH2:16][N:17]([C:43]([C:42]4[CH:46]=[CH:47][CH:48]=[CH:49][C:41]=4[N:37]4[N:38]=[CH:39][CH:40]=[N:36]4)=[O:44])[CH2:18]3)[CH2:13]2)[CH:3]=1. (10) Given the reactants [Br:1][C:2]1[N:7]=[C:6]([C@@H:8]([NH:18][C:19](=[O:25])[O:20]C(C)(C)C)[C@@H:9]([C:11]2[CH:16]=[CH:15][CH:14]=[CH:13][C:12]=2[F:17])O)[CH:5]=[CH:4][CH:3]=1.Cl.C(N(C(C)C)CC)(C)C.C(N1C=CN=C1)(N1C=CN=C1)=O, predict the reaction product. The product is: [Br:1][C:2]1[N:7]=[C:6]([C@@H:8]2[C@@H:9]([C:11]3[CH:16]=[CH:15][CH:14]=[CH:13][C:12]=3[F:17])[O:25][C:19](=[O:20])[NH:18]2)[CH:5]=[CH:4][CH:3]=1.